Dataset: Full USPTO retrosynthesis dataset with 1.9M reactions from patents (1976-2016). Task: Predict the reactants needed to synthesize the given product. (1) Given the product [CH2:21]([O:20][CH2:19]/[CH:18]=[CH:17]/[CH2:16][C@@H:15]([CH2:28][CH3:29])[C:14]([OH:30])=[O:38])[C:22]1[CH:23]=[CH:24][CH:25]=[CH:26][CH:27]=1, predict the reactants needed to synthesize it. The reactants are: C([C@H]1COC(=O)N1[C:14](=[O:30])[C@H:15]([CH2:28][CH3:29])[CH2:16]/[CH:17]=[CH:18]/[CH2:19][O:20][CH2:21][C:22]1[CH:27]=[CH:26][CH:25]=[CH:24][CH:23]=1)C1C=CC=CC=1.OO.O.[OH-].[Li+].S([O-])([O-])(=[O:38])=S.[Na+].[Na+]. (2) Given the product [CH3:22][S:23]([CH2:2][C:3]1[N:8]=[C:7]2[N:9]([CH3:12])[N:10]=[CH:11][C:6]2=[C:5]([C:13]2[CH:18]=[CH:17][C:16]([N+:19]([O-:21])=[O:20])=[CH:15][CH:14]=2)[CH:4]=1)(=[O:25])=[O:24], predict the reactants needed to synthesize it. The reactants are: Br[CH2:2][C:3]1[N:8]=[C:7]2[N:9]([CH3:12])[N:10]=[CH:11][C:6]2=[C:5]([C:13]2[CH:18]=[CH:17][C:16]([N+:19]([O-:21])=[O:20])=[CH:15][CH:14]=2)[CH:4]=1.[CH3:22][S:23]([O-:25])=[O:24].[Na+]. (3) Given the product [O:31]=[C:30]([N:1]1[CH2:2][CH2:3][CH:4]([N:7]2[CH2:16][C:15]3=[CH:17][NH:18][C:13]4[C:14]3=[C:9]([CH:10]=[CH:11][N:12]=4)[C:8]2=[O:19])[CH2:5][CH2:6]1)[CH2:29][C:27]#[N:28], predict the reactants needed to synthesize it. The reactants are: [NH:1]1[CH2:6][CH2:5][CH:4]([N:7]2[CH2:16][C:15]3=[CH:17][NH:18][C:13]4[C:14]3=[C:9]([CH:10]=[CH:11][N:12]=4)[C:8]2=[O:19])[CH2:3][CH2:2]1.C(N(CC)CC)C.[C:27]([CH2:29][C:30](ON1C(=O)CCC1=O)=[O:31])#[N:28]. (4) Given the product [F:19][C:2]([F:1])([CH:8]([OH:13])[CH:9]([CH3:10])[CH3:22])[C:3]([O:5][CH3:6])=[O:4], predict the reactants needed to synthesize it. The reactants are: [F:1][C:2]([F:19])([CH:8]([O:13]C(=O)C(C)=C)[CH2:9][CH:10](C)C)[C:3]([O:5][CH2:6]C)=[O:4].CO.[C:22](=O)([O-])O.[Na+]. (5) Given the product [CH2:1]([O:5][CH2:6][CH2:7][O:8][C:9]1[CH:10]=[CH:11][C:12]([C:15]2[CH:16]=[CH:17][C:18]3[NH:24][CH2:23][CH2:22][C:21]([C:31]([NH:33][C:34]4[CH:39]=[CH:38][C:37]([CH:40]([OH:49])[C:41]5[CH:46]=[C:45]([CH3:47])[CH:44]=[CH:43][N+:42]=5[O-:48])=[CH:36][CH:35]=4)=[O:32])=[CH:20][C:19]=3[CH:50]=2)=[CH:13][CH:14]=1)[CH2:2][CH2:3][CH3:4], predict the reactants needed to synthesize it. The reactants are: [CH2:1]([O:5][CH2:6][CH2:7][O:8][C:9]1[CH:14]=[CH:13][C:12]([C:15]2[CH:16]=[CH:17][C:18]3[N:24](C(=O)C(F)(F)F)[CH2:23][CH2:22][C:21]([C:31]([NH:33][C:34]4[CH:39]=[CH:38][C:37]([CH:40]([OH:49])[C:41]5[CH:46]=[C:45]([CH3:47])[CH:44]=[CH:43][N+:42]=5[O-:48])=[CH:36][CH:35]=4)=[O:32])=[CH:20][C:19]=3[CH:50]=2)=[CH:11][CH:10]=1)[CH2:2][CH2:3][CH3:4].[BH4-].[Na+]. (6) The reactants are: BrC1C=C2[C:10]([CH:11]=[O:12])=NN(C(C3C=CC=CC=3)(C3C=CC=CC=3)C3C=CC=CC=3)C2=NC=1.[Li+].CC([N-]C(C)C)C.C(=O)C.[K+].[Br-].C[C:46]1(C)[N:51]([O])[C:50](C)(C)[CH2:49][CH2:48][CH2:47]1.[O-][Cl:57].[Na+]. Given the product [Cl:57][C:46]1[C:47]([C:11](=[O:12])[CH3:10])=[CH:48][CH:49]=[CH:50][N:51]=1, predict the reactants needed to synthesize it. (7) Given the product [CH:33]1([C:30]2[CH:29]=[CH:28][C:27]([C:2]#[C:1][C:3]3[CH:4]=[N:5][N:6]4[C:11]([C:12]([F:14])([F:13])[F:15])=[CH:10][C:9]([C:16]5[CH:21]=[CH:20][C:19]([C:22]([F:25])([F:24])[F:23])=[CH:18][CH:17]=5)=[N:8][C:7]=34)=[CH:32][N:31]=2)[CH2:35][CH2:34]1, predict the reactants needed to synthesize it. The reactants are: [C:1]([C:3]1[CH:4]=[N:5][N:6]2[C:11]([C:12]([F:15])([F:14])[F:13])=[CH:10][C:9]([C:16]3[CH:21]=[CH:20][C:19]([C:22]([F:25])([F:24])[F:23])=[CH:18][CH:17]=3)=[N:8][C:7]=12)#[CH:2].Br[C:27]1[CH:28]=[CH:29][C:30]([CH:33]2[CH2:35][CH2:34]2)=[N:31][CH:32]=1.